From a dataset of Full USPTO retrosynthesis dataset with 1.9M reactions from patents (1976-2016). Predict the reactants needed to synthesize the given product. (1) Given the product [F:16][C:15]1[C:7]([CH2:4][CH2:5][OH:1])=[C:8]([CH:12]=[CH:13][C:14]=1[F:17])[C:9]([OH:11])=[O:10], predict the reactants needed to synthesize it. The reactants are: [O:1]=[O+][O-].[CH2:4]([C:7]1[C:15]([F:16])=[C:14]([F:17])[CH:13]=[CH:12][C:8]=1[C:9]([OH:11])=[O:10])[CH:5]=C.[BH4-].[Na+]. (2) Given the product [NH:13]1[C:9]([CH2:8][C:6]2[CH:5]=[C:4]([OH:14])[CH:3]=[C:2]([C:25]([F:28])([F:27])[F:26])[CH:7]=2)=[N:10][N:11]=[N:12]1, predict the reactants needed to synthesize it. The reactants are: Cl[C:2]1[CH:3]=[C:4]([OH:14])[CH:5]=[C:6]([CH2:8][C:9]2[NH:13][N:12]=[N:11][N:10]=2)[CH:7]=1.FC1C=C(C=C([C:25]([F:28])([F:27])[F:26])C=1)C(O)=O. (3) Given the product [F:36][C:7]1[CH:8]=[C:9]2[C:14](=[C:5]([C:3]([OH:4])=[O:2])[CH:6]=1)[NH:13][CH:12]([C:15]1[CH:20]=[CH:19][CH:18]=[C:17]([N:21]3[CH2:22][CH2:23][N:24]([C:27]4[CH:32]=[CH:31][CH:30]=[CH:29][C:28]=4[CH3:33])[CH2:25][CH2:26]3)[CH:16]=1)[C:11]([CH3:35])([CH3:34])[CH2:10]2, predict the reactants needed to synthesize it. The reactants are: C[O:2][C:3]([C:5]1[CH:6]=[C:7]([F:36])[CH:8]=[C:9]2[C:14]=1[NH:13][CH:12]([C:15]1[CH:20]=[CH:19][CH:18]=[C:17]([N:21]3[CH2:26][CH2:25][N:24]([C:27]4[CH:32]=[CH:31][CH:30]=[CH:29][C:28]=4[CH3:33])[CH2:23][CH2:22]3)[CH:16]=1)[C:11]([CH3:35])([CH3:34])[CH2:10]2)=[O:4].O.[OH-].[Li+].O.Cl. (4) Given the product [Cl:22][C:5]1[C:6]([NH:8][CH:9]2[CH2:14][CH2:13][N:12]([C:15]([O:17][C:18]([CH3:21])([CH3:20])[CH3:19])=[O:16])[CH2:11][CH2:10]2)=[N:7][C:2]([NH:33][C:28]2[CH:29]=[CH:30][C:31]3[C:26]([CH:27]=2)=[N:25][N:24]([CH3:23])[CH:32]=3)=[N:3][CH:4]=1, predict the reactants needed to synthesize it. The reactants are: Cl[C:2]1[N:7]=[C:6]([NH:8][CH:9]2[CH2:14][CH2:13][N:12]([C:15]([O:17][C:18]([CH3:21])([CH3:20])[CH3:19])=[O:16])[CH2:11][CH2:10]2)[C:5]([Cl:22])=[CH:4][N:3]=1.[CH3:23][N:24]1[CH:32]=[C:31]2[C:26]([CH:27]=[C:28]([NH2:33])[CH:29]=[CH:30]2)=[N:25]1.C(=O)([O-])[O-].[Cs+].[Cs+].C1C=CC(P(C2C(C3C(P(C4C=CC=CC=4)C4C=CC=CC=4)=CC=C4C=3C=CC=C4)=C3C(C=CC=C3)=CC=2)C2C=CC=CC=2)=CC=1.